From a dataset of Forward reaction prediction with 1.9M reactions from USPTO patents (1976-2016). Predict the product of the given reaction. (1) Given the reactants [Br:1][C:2]1[CH:3]=[CH:4][C:5](F)=[N:6][CH:7]=1.[CH2:9]([O:11][C:12]([CH:14]1[CH2:18][CH2:17][N:16]([CH3:19])[C:15]1=[O:20])=[O:13])[CH3:10].C(=O)([O-])[O-].[Cs+].[Cs+].CS(C)=O, predict the reaction product. The product is: [CH2:9]([O:11][C:12]([C:14]1([C:5]2[CH:4]=[CH:3][C:2]([Br:1])=[CH:7][N:6]=2)[CH2:18][CH2:17][N:16]([CH3:19])[C:15]1=[O:20])=[O:13])[CH3:10]. (2) Given the reactants Br[C:2]1[CH:3]=[C:4]([C@@H:8]([NH:17][C:18]([C@@H:20]2[CH2:25][CH2:24][CH2:23][N:22]([C:26](=[O:42])[CH2:27][CH2:28][CH:29]3[CH2:34][CH2:33][N:32]([C:35]([O:37][C:38]([CH3:41])([CH3:40])[CH3:39])=[O:36])[CH2:31][CH2:30]3)[CH2:21]2)=[O:19])[CH2:9][C:10]([O:12][C:13]([CH3:16])([CH3:15])[CH3:14])=[O:11])[CH:5]=[N:6][CH:7]=1.[C:43]([C:45]1[CH:50]=[CH:49][CH:48]=[C:47]([O:51][CH2:52][CH2:53][F:54])[CH:46]=1)#[CH:44], predict the reaction product. The product is: [C:13]([O:12][C:10](=[O:11])[CH2:9][C@H:8]([NH:17][C:18]([C@@H:20]1[CH2:25][CH2:24][CH2:23][N:22]([C:26](=[O:42])[CH2:27][CH2:28][CH:29]2[CH2:34][CH2:33][N:32]([C:35]([O:37][C:38]([CH3:39])([CH3:40])[CH3:41])=[O:36])[CH2:31][CH2:30]2)[CH2:21]1)=[O:19])[C:4]1[CH:5]=[N:6][CH:7]=[C:2]([C:44]#[C:43][C:45]2[CH:50]=[CH:49][CH:48]=[C:47]([O:51][CH2:52][CH2:53][F:54])[CH:46]=2)[CH:3]=1)([CH3:14])([CH3:16])[CH3:15]. (3) Given the reactants [Cl:1][C:2]1[C:3]([N+:13]([O-:15])=[O:14])=[CH:4][C:5]2[O:10][CH2:9][C:8](=[O:11])[NH:7][C:6]=2[CH:12]=1.C([O-])([O-])=O.[Cs+].[Cs+].[Cl:22][CH2:23][CH2:24][CH2:25]I, predict the reaction product. The product is: [Cl:1][C:2]1[C:3]([N+:13]([O-:15])=[O:14])=[CH:4][C:5]2[O:10][CH2:9][C:8](=[O:11])[N:7]([CH2:25][CH2:24][CH2:23][Cl:22])[C:6]=2[CH:12]=1. (4) Given the reactants [CH:1]1([C:4]2[N:5]=[C:6]3[CH:11]=[CH:10][C:9]([N:12]4[CH:17]=[CH:16][C:15]([OH:18])=[CH:14][C:13]4=[O:19])=[CH:8][N:7]3[C:20]=2[CH3:21])[CH2:3][CH2:2]1.[F:22][C:23]([F:32])([F:31])[C:24]1[N:25]=[C:26]([CH2:29]O)[S:27][CH:28]=1.C1(P(C2C=CC=CC=2)C2C=CC=CC=2)C=CC=CC=1.N(C(OCCOC)=O)=NC(OCCOC)=O, predict the reaction product. The product is: [CH:1]1([C:4]2[N:5]=[C:6]3[CH:11]=[CH:10][C:9]([N:12]4[CH:17]=[CH:16][C:15]([O:18][CH2:29][C:26]5[S:27][CH:28]=[C:24]([C:23]([F:32])([F:31])[F:22])[N:25]=5)=[CH:14][C:13]4=[O:19])=[CH:8][N:7]3[C:20]=2[CH3:21])[CH2:3][CH2:2]1. (5) Given the reactants Br[C:2]1[CH:7]=[CH:6][C:5]([N:8]2[CH:15]([C:16]3[CH:21]=[CH:20][CH:19]=[CH:18][C:17]=3[O:22][CH3:23])[C:14]3[C:13]([C:24]([CH2:27][OH:28])([CH3:26])[CH3:25])=[N:12][NH:11][C:10]=3[C:9]2=[O:29])=[CH:4][CH:3]=1.[S:30]1[CH:34]=[CH:33][C:32](B(O)O)=[CH:31]1.P([O-])([O-])([O-])=O.[K+].[K+].[K+].COCCOC, predict the reaction product. The product is: [OH:28][CH2:27][C:24]([C:13]1[C:14]2[CH:15]([C:16]3[CH:21]=[CH:20][CH:19]=[CH:18][C:17]=3[O:22][CH3:23])[N:8]([C:5]3[CH:4]=[CH:3][C:2]([C:32]4[CH:33]=[CH:34][S:30][CH:31]=4)=[CH:7][CH:6]=3)[C:9](=[O:29])[C:10]=2[NH:11][N:12]=1)([CH3:25])[CH3:26]. (6) Given the reactants [C:1]([O:5][C:6]([NH:8][CH:9]([CH2:15][CH2:16][CH2:17][CH3:18])[C@H:10]([OH:14])[C:11](O)=[O:12])=[O:7])([CH3:4])([CH3:3])[CH3:2].Cl.CN.[CH:22]([N:25](CC)C(C)C)(C)C.CN(C(ON1N=NC2C=CC=NC1=2)=[N+](C)C)C.F[P-](F)(F)(F)(F)F, predict the reaction product. The product is: [C:1]([O:5][C:6](=[O:7])[NH:8][C@H:9]([CH:10]([OH:14])[C:11](=[O:12])[NH:25][CH3:22])[CH2:15][CH2:16][CH2:17][CH3:18])([CH3:4])([CH3:3])[CH3:2]. (7) Given the reactants Cl.[CH3:2][S:3]([CH2:6][CH2:7][CH2:8][O:9][C:10]1[CH:11]=[CH:12][C:13]2[O:17][C:16]([NH:18][CH:19]3[CH2:24][CH2:23][NH:22][CH2:21][CH2:20]3)=[N:15][C:14]=2[CH:25]=1)(=[O:5])=[O:4].C(OC(N1CCC(NC2OC3C=CC(OCCCS(C)(=O)=O)=CC=3N=2)CC1)=O)(C)(C)C.Cl.O1CCOCC1.[Cl:64][C:65]1[C:72]([O:73][CH2:74][CH3:75])=[CH:71][C:68]([CH:69]=O)=[CH:67][C:66]=1[O:76][CH2:77][CH3:78].C([BH3-])#N.[Na+].C(N(C(C)C)C(C)C)C, predict the reaction product. The product is: [Cl:64][C:65]1[C:72]([O:73][CH2:74][CH3:75])=[CH:71][C:68]([CH2:69][N:22]2[CH2:23][CH2:24][CH:19]([NH:18][C:16]3[O:17][C:13]4[CH:12]=[CH:11][C:10]([O:9][CH2:8][CH2:7][CH2:6][S:3]([CH3:2])(=[O:5])=[O:4])=[CH:25][C:14]=4[N:15]=3)[CH2:20][CH2:21]2)=[CH:67][C:66]=1[O:76][CH2:77][CH3:78].